Dataset: Forward reaction prediction with 1.9M reactions from USPTO patents (1976-2016). Task: Predict the product of the given reaction. Given the reactants [N+:1]([C:4]1[CH:12]=[CH:11][C:7]([C:8](Cl)=[O:9])=[CH:6][CH:5]=1)([O-:3])=[O:2].[CH3:13][N:14]1[CH2:19][CH2:18][NH:17][CH2:16][CH2:15]1, predict the reaction product. The product is: [CH3:13][N:14]1[CH2:19][CH2:18][N:17]([C:8]([C:7]2[CH:11]=[CH:12][C:4]([N+:1]([O-:3])=[O:2])=[CH:5][CH:6]=2)=[O:9])[CH2:16][CH2:15]1.